From a dataset of Reaction yield outcomes from USPTO patents with 853,638 reactions. Predict the reaction yield, written as a fraction of the theoretical maximum amount of product (1.0 means a 100% yield; for example, 0.34 means a 34% yield). The reactants are [C:1]1(C(O)=O)[C:6]2[CH2:7][CH2:8][CH2:9][C:5]=2[CH:4]=[CH:3][N:2]=1.C1(P(N=[N+]=[N-])(C2C=CC=CC=2)=O)C=CC=CC=1.C([N:32]([CH2:35]C)CC)C.CC[O:39]C(C)=O.[CH3:43][C:44]([OH:47])([CH3:46])[CH3:45]. No catalyst specified. The product is [C:1]1([NH:32][C:35](=[O:39])[O:47][C:44]([CH3:46])([CH3:45])[CH3:43])[C:6]2[CH2:7][CH2:8][CH2:9][C:5]=2[CH:4]=[CH:3][N:2]=1. The yield is 0.400.